Dataset: Full USPTO retrosynthesis dataset with 1.9M reactions from patents (1976-2016). Task: Predict the reactants needed to synthesize the given product. (1) Given the product [Cl:4][C:5]1[C:14]2[C:9](=[CH:10][CH:11]=[CH:12][CH:13]=2)[C:8]([NH:2][NH2:3])=[N:7][N:6]=1, predict the reactants needed to synthesize it. The reactants are: O.[NH2:2][NH2:3].[Cl:4][C:5]1[C:14]2[C:9](=[CH:10][CH:11]=[CH:12][CH:13]=2)[C:8](Cl)=[N:7][N:6]=1. (2) Given the product [F:1][C:2]1[CH:9]=[C:8]([CH2:10][OH:11])[C:7]([F:12])=[CH:6][C:3]=1[C:4]#[N:5], predict the reactants needed to synthesize it. The reactants are: [F:1][C:2]1[CH:9]=[C:8]([CH:10]=[O:11])[C:7]([F:12])=[CH:6][C:3]=1[C:4]#[N:5].[BH4-].[Na+]. (3) Given the product [Cl:21][C:19]1[CH:20]=[C:4]([CH:5]=[C:6]([O:7][C:8]2[C:16]([Cl:17])=[CH:15][CH:14]=[C:13]3[C:9]=2[CH:10]=[N:11][NH:12]3)[CH:18]=1)[C:41]#[N:42], predict the reactants needed to synthesize it. The reactants are: BrBr.Br[C:4]1[CH:5]=[C:6]([CH:18]=[C:19]([Cl:21])[CH:20]=1)[O:7][C:8]1[C:16]([Cl:17])=[CH:15][CH:14]=[C:13]2[C:9]=1[CH:10]=[N:11][NH:12]2.C1(P(C2C=CC=CC=2)C2C=CC=CC=2)C=CC=CC=1.[CH3:41][N:42](C=O)C. (4) Given the product [S:29]([C:25]1[CH:24]=[C:23]([NH:22][C:19]([C:18]2[CH:17]=[N:16][N:11]3[C:12]([CH2:14][CH3:15])=[CH:13][C:8]([C:5]4[CH:6]=[CH:7][C:2]([Cl:1])=[CH:3][CH:4]=4)=[N:9][C:10]=23)=[O:20])[CH:28]=[CH:27][CH:26]=1)(=[O:30])(=[O:31])[NH2:32], predict the reactants needed to synthesize it. The reactants are: [Cl:1][C:2]1[CH:7]=[CH:6][C:5]([C:8]2[CH:13]=[C:12]([CH2:14][CH3:15])[N:11]3[N:16]=[CH:17][C:18]([C:19](O)=[O:20])=[C:10]3[N:9]=2)=[CH:4][CH:3]=1.[NH2:22][C:23]1[CH:24]=[C:25]([S:29]([NH2:32])(=[O:31])=[O:30])[CH:26]=[CH:27][CH:28]=1. (5) Given the product [Cl:1][C:2]1[CH:7]=[CH:6][C:5]([O:8][C:9]2[CH:10]=[CH:11][C:12]([CH2:15][CH2:16][O:17][C:18]3[N:19]([CH3:38])[CH:20]=[C:21]([CH2:25][C:26]4[CH:31]=[N:30][C:29]([O:32][CH3:33])=[N:28][CH:27]=4)[C:22](=[O:24])[N:23]=3)=[CH:13][CH:14]=2)=[CH:4][C:3]=1[C:34]([F:37])([F:35])[F:36], predict the reactants needed to synthesize it. The reactants are: [Cl:1][C:2]1[CH:7]=[CH:6][C:5]([O:8][C:9]2[CH:14]=[CH:13][C:12]([CH2:15][CH2:16][O:17][C:18]3[NH:19][CH:20]=[C:21]([CH2:25][C:26]4[CH:27]=[N:28][C:29]([O:32][CH3:33])=[N:30][CH:31]=4)[C:22](=[O:24])[N:23]=3)=[CH:11][CH:10]=2)=[CH:4][C:3]=1[C:34]([F:37])([F:36])[F:35].[CH3:38]CN(C(C)C)C(C)C.CI.